From a dataset of Forward reaction prediction with 1.9M reactions from USPTO patents (1976-2016). Predict the product of the given reaction. (1) Given the reactants [NH2:1][C:2]1[N:7]=[CH:6][C:5]([C:8]2[CH:28]=[CH:27][C:11]3[N:12]([C:23]([CH3:26])([CH3:25])[CH3:24])[C:13]([C:15]4[CH:22]=[CH:21][CH:20]=[CH:19][C:16]=4[C:17]#[N:18])=[N:14][C:10]=3[CH:9]=2)=[CH:4][N:3]=1.[NH2:29][OH:30], predict the reaction product. The product is: [NH2:1][C:2]1[N:3]=[CH:4][C:5]([C:8]2[CH:28]=[CH:27][C:11]3[N:12]([C:23]([CH3:24])([CH3:25])[CH3:26])[C:13]([C:15]4[CH:22]=[CH:21][CH:20]=[CH:19][C:16]=4[C:17]([NH:29][OH:30])=[NH:18])=[N:14][C:10]=3[CH:9]=2)=[CH:6][N:7]=1. (2) Given the reactants [Cl:1][C:2]1[CH:3]=[CH:4][C:5]([O:11][CH2:12][CH:13]([O:15][CH3:16])C)=[C:6]([CH:10]=1)[C:7]([OH:9])=[O:8].[CH2:17](OCCO)[CH2:18][CH2:19]C, predict the reaction product. The product is: [CH2:16]([O:15][CH2:13][CH2:12][O:11][C:5]1[CH:4]=[CH:3][C:2]([Cl:1])=[CH:10][C:6]=1[C:7]([OH:9])=[O:8])[CH2:17][CH2:18][CH3:19].